Dataset: Catalyst prediction with 721,799 reactions and 888 catalyst types from USPTO. Task: Predict which catalyst facilitates the given reaction. Reactant: C(OC(=O)[NH:7][CH2:8][CH:9]1[CH2:14][CH2:13][CH2:12][N:11]([CH2:15][CH:16]([OH:29])[C:17]2[CH:26]=[CH:25][CH:24]=[C:23]3[C:18]=2[N:19]=[C:20]([O:27][CH3:28])[CH:21]=[N:22]3)[CH2:10]1)(C)(C)C.C(O)(C(F)(F)F)=O. Product: [NH2:7][CH2:8][CH:9]1[CH2:14][CH2:13][CH2:12][N:11]([CH2:15][CH:16]([C:17]2[CH:26]=[CH:25][CH:24]=[C:23]3[C:18]=2[N:19]=[C:20]([O:27][CH3:28])[CH:21]=[N:22]3)[OH:29])[CH2:10]1. The catalyst class is: 4.